This data is from Reaction yield outcomes from USPTO patents with 853,638 reactions. The task is: Predict the reaction yield, written as a fraction of the theoretical maximum amount of product (1.0 means a 100% yield; for example, 0.34 means a 34% yield). (1) The reactants are Br[C:2]1[CH:3]=[N:4][CH:5]=[C:6]([CH2:8][N:9]2[CH:13]=[CH:12][N:11]=[C:10]2[CH3:14])[CH:7]=1.CC([O-])=O.[K+].[Cl:20][C:21]1[CH:26]=[CH:25][C:24](B(O)O)=[CH:23][CH:22]=1.C([O-])([O-])=O.[Na+].[Na+].CCO. The catalyst is O1CCOCC1.C1(C=CC=CC=1)[P](C1C=CC=CC=1)(C1C=CC=CC=1)[Pd][P](C1C=CC=CC=1)(C1C=CC=CC=1)C1C=CC=CC=1. The product is [ClH:20].[Cl:20][C:21]1[CH:26]=[CH:25][C:24]([C:2]2[CH:3]=[N:4][CH:5]=[C:6]([CH2:8][N:9]3[CH:13]=[CH:12][N:11]=[C:10]3[CH3:14])[CH:7]=2)=[CH:23][CH:22]=1. The yield is 0.640. (2) The reactants are [C:1]12([C:11]([OH:13])=[O:12])[CH2:10][CH:5]3[CH2:6][CH:7]([CH2:9][CH:3]([CH2:4]3)[CH2:2]1)[CH2:8]2.[N+]([O-])(O)=O.S(=O)(=O)(O)[OH:19].[C:23](#[N:25])[CH3:24]. The catalyst is O. The product is [C:23]([NH:25][C:3]12[CH2:9][CH:7]3[CH2:6][CH:5]([CH2:10][C:1]([C:11]([OH:13])=[O:12])([CH2:8]3)[CH2:2]1)[CH2:4]2)(=[O:19])[CH3:24]. The yield is 0.730. (3) The reactants are [CH3:1][O:2][C:3]1[CH:13]=[CH:12][C:6]2[CH:7]=[C:8]([C:10]#N)[O:9][C:5]=2[CH:4]=1.[O:14]1CCCC1.[CH:19]1([Mg]Br)[CH2:24][CH2:23][CH2:22][CH2:21][CH2:20]1.[Cl-].[NH4+]. The catalyst is O1CCCC1. The product is [CH:19]1([C:10]([C:8]2[O:9][C:5]3[CH:4]=[C:3]([O:2][CH3:1])[CH:13]=[CH:12][C:6]=3[CH:7]=2)=[O:14])[CH2:24][CH2:23][CH2:22][CH2:21][CH2:20]1. The yield is 0.390. (4) The reactants are [NH2:1][C@H:2]([C:5]([OH:7])=[O:6])[CH2:3][OH:4].C(=O)([O-])[O-].[K+].[K+].[CH3:14][C:15]1[CH:23]=[CH:22][C:18]([C:19](Cl)=[O:20])=[CH:17][CH:16]=1.Cl. The catalyst is O1CCCC1.O. The product is [CH3:14][C:15]1[CH:23]=[CH:22][C:18]([C:19]([NH:1][C@H:2]([C:5]([OH:7])=[O:6])[CH2:3][OH:4])=[O:20])=[CH:17][CH:16]=1. The yield is 0.647. (5) The reactants are [CH:1]1([N:6]2[CH2:11][CH2:10][N:9]([C:12]([C:14]3[CH:15]=[C:16]4[C:20](=[CH:21][CH:22]=3)[NH:19][C:18]([C:23]([N:25]3[CH2:30][CH2:29][S:28](=[O:32])(=[O:31])[CH2:27][CH2:26]3)=[O:24])=[CH:17]4)=[O:13])[CH2:8][CH2:7]2)[CH2:5][CH2:4]C[CH2:2]1.F[B-](F)(F)F.N1(OC(N(C)C)=[N+](C)C)C2C=CC=CC=2N=N1.C(N(CC)C(C)C)(C)C. The catalyst is CN(C)C=O. The product is [CH:1]1([N:6]2[CH2:11][CH2:10][N:9]([C:12]([C:14]3[CH:15]=[C:16]4[C:20](=[CH:21][CH:22]=3)[NH:19][C:18]([C:23]([N:25]3[CH2:30][CH2:29][S:28](=[O:32])(=[O:31])[CH2:27][CH2:26]3)=[O:24])=[CH:17]4)=[O:13])[CH2:8][CH2:7]2)[CH2:5][CH2:4][CH2:2]1. The yield is 0.820. (6) The reactants are [F:1][C:2]1[CH:3]=[CH:4][C:5]([O:11][CH2:12][C:13]([F:16])([F:15])[F:14])=[C:6]([N+:8]([O-])=O)[CH:7]=1. The catalyst is C(OCC)(=O)C.[Ni]. The product is [F:1][C:2]1[CH:3]=[CH:4][C:5]([O:11][CH2:12][C:13]([F:14])([F:15])[F:16])=[C:6]([CH:7]=1)[NH2:8]. The yield is 0.906.